From a dataset of Full USPTO retrosynthesis dataset with 1.9M reactions from patents (1976-2016). Predict the reactants needed to synthesize the given product. (1) Given the product [NH2:48][CH2:47][C:46]([N:43]1[CH2:44][CH2:45][N:40]([C:37]2[CH:36]=[CH:35][C:34]([C:29]3[C:28]4[C:32](=[CH:33][C:25]([F:24])=[CH:26][CH:27]=4)[NH:31][CH:30]=3)=[CH:39][N:38]=2)[CH2:41][CH2:42]1)=[O:56], predict the reactants needed to synthesize it. The reactants are: FC1C=C2C(C(C3C=CC(N4CCC(N)CC4)=NC=3)=CN2)=CC=1.[F:24][C:25]1[CH:33]=[C:32]2[C:28]([C:29]([C:34]3[CH:35]=[CH:36][C:37]([N:40]4[CH2:45][CH2:44][N:43]([C:46](=[O:56])[CH2:47][NH:48]C(=O)OC(C)(C)C)[CH2:42][CH2:41]4)=[N:38][CH:39]=3)=[CH:30][NH:31]2)=[CH:27][CH:26]=1. (2) Given the product [N:1]1[C:9]2[C:4](=[N:5][CH:6]=[C:7]([C:10]([NH:13][C@@:14]3([C:19]([O:21][CH2:22][CH2:23][CH2:24][CH3:25])=[O:20])[CH2:18][CH2:17][O:16][CH2:15]3)=[O:12])[CH:8]=2)[NH:3][CH:2]=1, predict the reactants needed to synthesize it. The reactants are: [N:1]1[C:9]2[C:4](=[N:5][CH:6]=[C:7]([C:10]([OH:12])=O)[CH:8]=2)[NH:3][CH:2]=1.[NH2:13][C@@:14]1([C:19]([O:21][CH2:22][CH2:23][CH2:24][CH3:25])=[O:20])[CH2:18][CH2:17][O:16][CH2:15]1. (3) Given the product [Br:1][C:2]1[S:6][C:5]([C:7]2[CH:12]=[CH:11][CH:10]=[CH:9][CH:8]=2)=[N:4][C:3]=1[CH2:13][Br:21], predict the reactants needed to synthesize it. The reactants are: [Br:1][C:2]1[S:6][C:5]([C:7]2[CH:12]=[CH:11][CH:10]=[CH:9][CH:8]=2)=[N:4][C:3]=1[CH3:13].C1C(=O)N([Br:21])C(=O)C1.CC(N=NC(C#N)(C)C)(C#N)C. (4) The reactants are: [CH2:1]([O:3][C:4]([C:6]1[CH:10]2[CH2:11][N:12]([C:15](=[O:17])[CH3:16])[CH2:13][CH2:14][C:9]2(N2CCCC2)[O:8][N:7]=1)=[O:5])[CH3:2].FC(F)(F)C(O)=O.O. Given the product [CH2:1]([O:3][C:4]([C:6]1[C:10]2[CH2:11][N:12]([C:15](=[O:17])[CH3:16])[CH2:13][CH2:14][C:9]=2[O:8][N:7]=1)=[O:5])[CH3:2], predict the reactants needed to synthesize it. (5) Given the product [CH2:1]([O:3][C:4](=[O:20])[CH2:5][C:6]1[N:7]2[CH:19]=[CH:18][CH:17]=[CH:16][C:8]2=[C:9]2[C:14]=1[CH2:13][CH2:12][CH:11]([NH:15][S:28]([C:25]1[CH:26]=[CH:27][C:22]([F:21])=[CH:23][CH:24]=1)(=[O:30])=[O:29])[CH2:10]2)[CH3:2], predict the reactants needed to synthesize it. The reactants are: [CH2:1]([O:3][C:4](=[O:20])[CH2:5][C:6]1[N:7]2[CH:19]=[CH:18][CH:17]=[CH:16][C:8]2=[C:9]2[C:14]=1[CH2:13][CH2:12][CH:11]([NH2:15])[CH2:10]2)[CH3:2].[F:21][C:22]1[CH:27]=[CH:26][C:25]([S:28](Cl)(=[O:30])=[O:29])=[CH:24][CH:23]=1. (6) Given the product [Cl:1][C:2]1[CH:7]=[CH:6][CH:5]=[C:4]([Cl:8])[C:3]=1[C:9]1[C:14]2[O:15][C@@H:16]([CH2:47][N:48]3[C:35](=[O:36])[C:34]4[C:33](=[CH:41][CH:40]=[CH:39][CH:38]=4)[C:32]3=[O:43])[CH2:17][O:18][C:13]=2[CH:12]=[C:11]([F:31])[CH:10]=1, predict the reactants needed to synthesize it. The reactants are: [Cl:1][C:2]1[CH:7]=[CH:6][CH:5]=[C:4]([Cl:8])[C:3]=1[C:9]1[C:14]2[O:15][C@@H:16](COS(C3C=CC(C)=CC=3)(=O)=O)[CH2:17][O:18][C:13]=2[CH:12]=[C:11]([F:31])[CH:10]=1.[C:32]([O-:43])(=O)[C:33]1[C:34](=[CH:38][CH:39]=[CH:40][CH:41]=1)[C:35]([O-])=[O:36].[K+].[K+].O.[CH3:47][N:48](C=O)C. (7) The reactants are: Cl[C:2]1[N:3]=[C:4]([N:19]2[CH2:24][CH2:23][O:22][CH2:21][CH2:20]2)[C:5]2[S:10][C:9]([C:11]3[CH:12]=[C:13]([OH:17])[CH:14]=[CH:15][CH:16]=3)=[C:8]([CH3:18])[C:6]=2[N:7]=1.[NH2:25][C:26]1[N:31]=[CH:30][C:29](B2OC(C)(C)C(C)(C)O2)=[CH:28][N:27]=1. Given the product [NH2:25][C:26]1[N:31]=[CH:30][C:29]([C:2]2[N:3]=[C:4]([N:19]3[CH2:24][CH2:23][O:22][CH2:21][CH2:20]3)[C:5]3[S:10][C:9]([C:11]4[CH:12]=[C:13]([OH:17])[CH:14]=[CH:15][CH:16]=4)=[C:8]([CH3:18])[C:6]=3[N:7]=2)=[CH:28][N:27]=1, predict the reactants needed to synthesize it.